From a dataset of Peptide-MHC class I binding affinity with 185,985 pairs from IEDB/IMGT. Regression. Given a peptide amino acid sequence and an MHC pseudo amino acid sequence, predict their binding affinity value. This is MHC class I binding data. (1) The peptide sequence is FSLVLTNACE. The MHC is Mamu-A01 with pseudo-sequence Mamu-A01. The binding affinity (normalized) is 0.333. (2) The MHC is HLA-B27:05 with pseudo-sequence HLA-B27:05. The peptide sequence is QRTDLSYIK. The binding affinity (normalized) is 0.447. (3) The peptide sequence is KQIGGTLFE. The binding affinity (normalized) is 0.0847. The MHC is HLA-B39:01 with pseudo-sequence HLA-B39:01. (4) The peptide sequence is MYELQKLNSW. The MHC is Mamu-B52 with pseudo-sequence Mamu-B52. The binding affinity (normalized) is 0.324. (5) The peptide sequence is FQPCFYIEL. The MHC is HLA-A02:01 with pseudo-sequence HLA-A02:01. The binding affinity (normalized) is 0.971. (6) The peptide sequence is LPRDRFKRT. The MHC is HLA-B07:02 with pseudo-sequence HLA-B07:02. The binding affinity (normalized) is 0.233. (7) The peptide sequence is DEWECTRDD. The MHC is HLA-A23:01 with pseudo-sequence HLA-A23:01. The binding affinity (normalized) is 0.0847.